From a dataset of Full USPTO retrosynthesis dataset with 1.9M reactions from patents (1976-2016). Predict the reactants needed to synthesize the given product. (1) Given the product [F:19][C:20]1[CH:21]=[CH:22][C:23]2[N:24]([C:26]([N:29]3[CH2:33][CH2:32][C@H:31]([O:6][Si:7]([CH:8]([CH3:9])[CH3:10])([CH:11]([CH3:12])[CH3:13])[CH:14]([CH3:15])[CH3:16])[CH2:30]3)=[N:27][N:28]=2)[CH:25]=1, predict the reactants needed to synthesize it. The reactants are: FC(F)(F)S([O:6][Si:7]([CH:14]([CH3:16])[CH3:15])([CH:11]([CH3:13])[CH3:12])[CH:8]([CH3:10])[CH3:9])(=O)=O.[F:19][C:20]1[CH:21]=[CH:22][C:23]2[N:24]([C:26]([N:29]3[CH2:33][CH2:32][C@H:31](O)[CH2:30]3)=[N:27][N:28]=2)[CH:25]=1.CCN(CC)CC. (2) Given the product [CH3:18][O:19][C:20]1[CH:21]=[CH:22][C:23]([S:26]([NH:1][C:2]2[CH:3]=[CH:4][C:5]([C:8]3[S:12][C:11]([NH:13][C:14](=[O:16])[CH3:15])=[N:10][C:9]=3[CH3:17])=[N:6][CH:7]=2)(=[O:28])=[O:27])=[CH:24][CH:25]=1, predict the reactants needed to synthesize it. The reactants are: [NH2:1][C:2]1[CH:3]=[CH:4][C:5]([C:8]2[S:12][C:11]([NH:13][C:14](=[O:16])[CH3:15])=[N:10][C:9]=2[CH3:17])=[N:6][CH:7]=1.[CH3:18][O:19][C:20]1[CH:25]=[CH:24][C:23]([S:26](Cl)(=[O:28])=[O:27])=[CH:22][CH:21]=1. (3) The reactants are: [CH:1]1[CH:2]=[CH:3][C:4]2[S:15][C:14]3[CH:13]=[CH:12][CH:11]=[CH:10][C:9]=3[N:8]=[C:7]([N:16]3[CH2:21][CH2:20][N:19]([CH2:22][CH2:23][O:24][CH2:25][CH2:26][OH:27])[CH2:18][CH2:17]3)[C:5]=2[CH:6]=1.C(/C(O)=O)=C\C(O)=O.O.N.[ClH:38].C(O)(C)C. Given the product [CH:1]1[CH:2]=[CH:3][C:4]2[S:15][C:14]3[CH:13]=[CH:12][CH:11]=[CH:10][C:9]=3[N:8]=[C:7]([N:16]3[CH2:21][CH2:20][N:19]([CH2:22][CH2:23][O:24][CH2:25][CH2:26][OH:27])[CH2:18][CH2:17]3)[C:5]=2[CH:6]=1.[ClH:38], predict the reactants needed to synthesize it.